Dataset: NCI-60 drug combinations with 297,098 pairs across 59 cell lines. Task: Regression. Given two drug SMILES strings and cell line genomic features, predict the synergy score measuring deviation from expected non-interaction effect. Drug 2: CC1=C(C=C(C=C1)NC2=NC=CC(=N2)N(C)C3=CC4=NN(C(=C4C=C3)C)C)S(=O)(=O)N.Cl. Drug 1: CS(=O)(=O)C1=CC(=C(C=C1)C(=O)NC2=CC(=C(C=C2)Cl)C3=CC=CC=N3)Cl. Synergy scores: CSS=27.0, Synergy_ZIP=11.2, Synergy_Bliss=15.5, Synergy_Loewe=14.3, Synergy_HSA=14.4. Cell line: MOLT-4.